This data is from Peptide-MHC class I binding affinity with 185,985 pairs from IEDB/IMGT. The task is: Regression. Given a peptide amino acid sequence and an MHC pseudo amino acid sequence, predict their binding affinity value. This is MHC class I binding data. (1) The peptide sequence is IMLEYPHFK. The MHC is HLA-A31:01 with pseudo-sequence HLA-A31:01. The binding affinity (normalized) is 0.756. (2) The peptide sequence is VVNYDNSTK. The MHC is HLA-A02:02 with pseudo-sequence HLA-A02:02. The binding affinity (normalized) is 0.118.